This data is from Peptide-MHC class I binding affinity with 185,985 pairs from IEDB/IMGT. The task is: Regression. Given a peptide amino acid sequence and an MHC pseudo amino acid sequence, predict their binding affinity value. This is MHC class I binding data. The MHC is HLA-A23:01 with pseudo-sequence HLA-A23:01. The binding affinity (normalized) is 0.334. The peptide sequence is EFFDCFKYI.